The task is: Predict the product of the given reaction.. This data is from Forward reaction prediction with 1.9M reactions from USPTO patents (1976-2016). (1) The product is: [CH:26]([N:8]([CH2:7][C@@H:3]1[CH2:4][NH:5][CH2:6][C@H:2]1[O:1][C:30](=[O:31])[NH:29][CH2:32][C:33]1[CH:38]=[CH:37][CH:36]=[CH:35][CH:34]=1)[C:9]([C:11]1[CH:19]=[C:18]2[C:14]([C:15]([CH3:25])=[CH:16][N:17]2[CH2:20][CH2:21][CH2:22][O:23][CH3:24])=[CH:13][CH:12]=1)=[O:10])([CH3:28])[CH3:27].[OH:1][C@@H:2]1[CH2:6][NH:5][CH2:4][C@H:3]1[CH2:7][N:8]([CH:26]([CH3:28])[CH3:27])[C:9]([C:11]1[CH:19]=[C:18]2[C:14]([C:15]([CH3:25])=[CH:16][N:17]2[CH2:20][CH2:21][CH2:22][O:23][CH3:24])=[CH:13][CH:12]=1)=[O:10]. Given the reactants [OH:1][C@@H:2]1[CH2:6][NH:5][CH2:4][C@H:3]1[CH2:7][N:8]([CH:26]([CH3:28])[CH3:27])[C:9]([C:11]1[CH:19]=[C:18]2[C:14]([C:15]([CH3:25])=[CH:16][N:17]2[CH2:20][CH2:21][CH2:22][O:23][CH3:24])=[CH:13][CH:12]=1)=[O:10].[N:29]([CH2:32][C:33]1[CH:38]=[CH:37][CH:36]=[CH:35][CH:34]=1)=[C:30]=[O:31], predict the reaction product. (2) The product is: [CH3:1][O:2][C:3](=[O:18])[C:4]1[C:9]([F:10])=[CH:8][CH:7]=[CH:6][C:5]=1[N:11]([CH2:22][CH2:23][CH2:24][C:25]([O:27][CH2:28][CH3:29])=[O:26])[C:12]([O:14][CH:15]([CH3:16])[CH3:17])=[O:13]. Given the reactants [CH3:1][O:2][C:3](=[O:18])[C:4]1[C:9]([F:10])=[CH:8][CH:7]=[CH:6][C:5]=1[NH:11][C:12]([O:14][CH:15]([CH3:17])[CH3:16])=[O:13].[H-].[Na+].Br[CH2:22][CH2:23][CH2:24][C:25]([O:27][CH2:28][CH3:29])=[O:26], predict the reaction product. (3) Given the reactants [CH3:1][N:2]1[CH:6]=[C:5]([NH2:7])[C:4]([CH3:8])=[N:3]1.Cl[C:10]1[CH:15]=[C:14]([NH:16][C:17]2[CH:26]=[CH:25][C:24]([F:27])=[CH:23][C:18]=2[C:19]([NH:21][CH3:22])=[O:20])[C:13]([Cl:28])=[CH:12][N:11]=1, predict the reaction product. The product is: [Cl:28][C:13]1[C:14]([NH:16][C:17]2[CH:26]=[CH:25][C:24]([F:27])=[CH:23][C:18]=2[C:19]([NH:21][CH3:22])=[O:20])=[CH:15][C:10]([NH:7][C:5]2[C:4]([CH3:8])=[N:3][N:2]([CH3:1])[CH:6]=2)=[N:11][CH:12]=1. (4) Given the reactants [CH3:1][C:2]1([CH3:35])[O:6][C:5](=[O:7])[N:4]([C:8]2[CH:13]=[CH:12][N:11]=[C:10]([NH:14][NH:15][C:16]([NH:18][C:19]3[C:28]4[C:23](=[CH:24][CH:25]=[CH:26][N:27]=4)[N:22]=[CH:21][CH:20]=3)=O)[CH:9]=2)[C@H:3]1[C:29]1[CH:34]=[CH:33][CH:32]=[CH:31][CH:30]=1.O=P(Cl)(Cl)Cl, predict the reaction product. The product is: [N:22]1[C:23]2[C:28](=[N:27][CH:26]=[CH:25][CH:24]=2)[C:19]([NH:18][C:16]2[N:11]3[CH:12]=[CH:13][C:8]([N:4]4[C@@H:3]([C:29]5[CH:34]=[CH:33][CH:32]=[CH:31][CH:30]=5)[C:2]([CH3:35])([CH3:1])[O:6][C:5]4=[O:7])=[CH:9][C:10]3=[N:14][N:15]=2)=[CH:20][CH:21]=1. (5) Given the reactants Br[C:2]1[CH:7]=[CH:6][C:5]([N+:8]([O-:10])=[O:9])=[CH:4][C:3]=1[C:11]([F:14])([F:13])[F:12].C1COCC1.[Br-].[CH3:21][C:22]1[CH:23]=[CH:24][C:25]([Zn+])=[N:26][CH:27]=1, predict the reaction product. The product is: [CH3:21][C:22]1[CH:23]=[CH:24][C:25]([C:2]2[CH:7]=[CH:6][C:5]([N+:8]([O-:10])=[O:9])=[CH:4][C:3]=2[C:11]([F:14])([F:13])[F:12])=[N:26][CH:27]=1. (6) The product is: [F:1][C:2]1[CH:7]=[C:6]([F:8])[CH:5]=[CH:4][C:3]=1[C:9]1[CH:14]=[C:13]([S:15]([CH3:18])(=[O:16])=[O:17])[CH:12]=[C:11]([C:19]([OH:21])=[O:20])[CH:10]=1. Given the reactants [F:1][C:2]1[CH:7]=[C:6]([F:8])[CH:5]=[CH:4][C:3]=1[C:9]1[CH:14]=[C:13]([S:15]([CH3:18])(=[O:17])=[O:16])[CH:12]=[C:11]([C:19]([O:21]C(C)(C)C)=[O:20])[CH:10]=1.FC(F)(F)C(O)=O, predict the reaction product. (7) Given the reactants [C:1](#[N:8])[C:2]1[CH:7]=[CH:6][CH:5]=[CH:4][CH:3]=1.[CH2:9]([O:11]CC)[CH3:10].[ClH:14].C(O)C, predict the reaction product. The product is: [ClH:14].[C:1](=[NH:8])([O:11][CH2:9][CH3:10])[C:2]1[CH:7]=[CH:6][CH:5]=[CH:4][CH:3]=1.